The task is: Predict the reactants needed to synthesize the given product.. This data is from Full USPTO retrosynthesis dataset with 1.9M reactions from patents (1976-2016). Given the product [CH3:1][O:2][C:3](=[O:29])/[CH:4]=[CH:5]/[C:6]1[CH:7]=[C:8]2[C:25](=[CH:26][CH:27]=1)[O:24][C:11]1([CH2:16][CH2:15][CH2:14][N:13]([CH:31]([CH3:33])[CH3:32])[CH2:12]1)[CH2:10][C:9]2=[O:28], predict the reactants needed to synthesize it. The reactants are: [CH3:1][O:2][C:3](=[O:29])/[CH:4]=[CH:5]/[C:6]1[CH:7]=[C:8]2[C:25](=[CH:26][CH:27]=1)[O:24][C:11]1([CH2:16][CH2:15][CH2:14][N:13](C(OC(C)(C)C)=O)[CH2:12]1)[CH2:10][C:9]2=[O:28].I[CH:31]([CH3:33])[CH3:32].C([O-])([O-])=O.[K+].[K+].